This data is from Reaction yield outcomes from USPTO patents with 853,638 reactions. The task is: Predict the reaction yield, written as a fraction of the theoretical maximum amount of product (1.0 means a 100% yield; for example, 0.34 means a 34% yield). (1) The yield is 0.0300. The product is [F:8][C:5]1[CH:6]=[CH:7][C:2]([NH:1][C:16]([C:18]2[N:19]=[C:20]([CH3:34])[S:21][C:22]=2[NH:23][C:24]2[CH:29]=[CH:28][CH:27]=[C:26]([S:30](=[O:33])(=[O:32])[NH2:31])[CH:25]=2)=[O:15])=[N:3][CH:4]=1. The catalyst is O1CCOCC1.O. The reactants are [NH2:1][C:2]1[CH:7]=[CH:6][C:5]([F:8])=[CH:4][N:3]=1.C[Al](C)C.C([O:15][C:16]([C:18]1[N:19]=[C:20]([CH3:34])[S:21][C:22]=1[NH:23][C:24]1[CH:29]=[CH:28][CH:27]=[C:26]([S:30](=[O:33])(=[O:32])[NH2:31])[CH:25]=1)=O)C.S([O-])([O-])(=O)=O.[Na+].[Na+]. (2) The reactants are [OH:1][C:2]1[CH:7]=[C:6]([O:8][CH2:9][CH2:10][O:11][CH3:12])[CH:5]=[CH:4][C:3]=1[CH2:13][CH2:14][C:15]([O:17][CH2:18][CH3:19])=[O:16].C(=O)([O-])[O-].[K+].[K+].[CH2:26](Br)[C:27]1[CH:32]=[CH:31][CH:30]=[CH:29][CH:28]=1.[Cl-].[NH4+]. The catalyst is CN(C)C=O.C(OCC)(=O)C. The product is [CH2:26]([O:1][C:2]1[CH:7]=[C:6]([O:8][CH2:9][CH2:10][O:11][CH3:12])[CH:5]=[CH:4][C:3]=1[CH2:13][CH2:14][C:15]([O:17][CH2:18][CH3:19])=[O:16])[C:27]1[CH:32]=[CH:31][CH:30]=[CH:29][CH:28]=1. The yield is 0.960. (3) The yield is 0.150. The catalyst is C1COCC1. The product is [F:33][C:27]1[CH:28]=[C:29]([F:32])[CH:30]=[CH:31][C:26]=1[N:22]1[C:21]([C:15]2[S:14][C:13]3[C:12]4[N:34]=[C:8]([N:2]5[CH2:3][CH:4]6[CH2:7][CH:1]5[CH2:6][N:5]6[C:35](=[O:37])[CH3:36])[CH:9]=[CH:10][C:11]=4[O:20][CH2:19][CH2:18][C:17]=3[CH:16]=2)=[N:25][CH:24]=[N:23]1. The reactants are [CH:1]12[CH2:7][CH:4]([NH:5][CH2:6]1)[CH2:3][N:2]2[C:8]1[CH:9]=[CH:10][C:11]2[O:20][CH2:19][CH2:18][C:17]3[CH:16]=[C:15]([C:21]4[N:22]([C:26]5[CH:31]=[CH:30][C:29]([F:32])=[CH:28][C:27]=5[F:33])[N:23]=[CH:24][N:25]=4)[S:14][C:13]=3[C:12]=2[N:34]=1.[C:35](Cl)(=[O:37])[CH3:36].CCN(C(C)C)C(C)C.O. (4) The reactants are [CH2:1]([O:3][C:4]([C:6]1[C:7]([CH3:16])=[C:8]2[N:13]([CH:14]=1)[N:12]=[CH:11][N:10]=[C:9]2O)=[O:5])[CH3:2].P(Cl)(Cl)([Cl:19])=O.C(N(C(C)C)CC)(C)C. The catalyst is C1(C)C=CC=CC=1. The product is [CH2:1]([O:3][C:4]([C:6]1[C:7]([CH3:16])=[C:8]2[N:13]([CH:14]=1)[N:12]=[CH:11][N:10]=[C:9]2[Cl:19])=[O:5])[CH3:2]. The yield is 0.990.